Dataset: Full USPTO retrosynthesis dataset with 1.9M reactions from patents (1976-2016). Task: Predict the reactants needed to synthesize the given product. (1) Given the product [C:1]([O:5][C:6](=[O:22])[NH:7][C:8]1[CH:13]=[CH:12][C:11]([C:14]2[CH:15]=[CH:16][C:17]([F:20])=[CH:18][CH:19]=2)=[CH:10][C:9]=1[NH:21][C:28](=[O:27])[CH2:29][C:30]([C:32]1[CH:37]=[CH:36][CH:35]=[C:34]([N:38]2[CH:42]=[CH:41][N:40]=[C:39]2[S:43][CH3:44])[CH:33]=1)=[O:31])([CH3:4])([CH3:2])[CH3:3], predict the reactants needed to synthesize it. The reactants are: [C:1]([O:5][C:6](=[O:22])[NH:7][C:8]1[CH:13]=[CH:12][C:11]([C:14]2[CH:19]=[CH:18][C:17]([F:20])=[CH:16][CH:15]=2)=[CH:10][C:9]=1[NH2:21])([CH3:4])([CH3:3])[CH3:2].C([O:27][C:28](=O)[CH2:29][C:30]([C:32]1[CH:37]=[CH:36][CH:35]=[C:34]([N:38]2[CH:42]=[CH:41][N:40]=[C:39]2[S:43][CH3:44])[CH:33]=1)=[O:31])(C)(C)C. (2) Given the product [CH3:9][O:10][N:11]([CH3:12])[C:6]([C@@H:2]1[CH2:3][CH2:4][CH2:5][O:1]1)=[O:8], predict the reactants needed to synthesize it. The reactants are: [O:1]1[CH2:5][CH2:4][CH2:3][C@H:2]1[C:6]([OH:8])=O.[CH3:9][O:10][N:11](C)[C:12]([C@@H]1C[C@H]1C)=O. (3) Given the product [Br:10][C:3]1[CH:4]=[C:5]([C:6]#[N:7])[CH:8]=[CH:9][C:2]=1[NH:1][NH2:11], predict the reactants needed to synthesize it. The reactants are: [NH2:1][C:2]1[CH:9]=[CH:8][C:5]([C:6]#[N:7])=[CH:4][C:3]=1[Br:10].[N:11]([O-])=O.[Na+].O.O.[Sn](Cl)Cl.[OH-].[Na+]. (4) Given the product [OH:1][C:2]1[CH:3]=[C:4]([CH:9]=[C:10]([O:12][C:13]2[CH:18]=[CH:17][CH:16]=[CH:15][CH:14]=2)[CH:11]=1)[C:5]([O:7][CH3:8])=[O:6], predict the reactants needed to synthesize it. The reactants are: [OH:1][C:2]1[CH:3]=[C:4]([CH:9]=[C:10]([OH:12])[CH:11]=1)[C:5]([O:7][CH3:8])=[O:6].[C:13]1(B(O)O)[CH:18]=[CH:17][CH:16]=[CH:15][CH:14]=1.C(OCC)(=O)C.C(OCC)(=O)C.CCCCCC. (5) Given the product [CH3:35][C:18]1[N:17]=[C:16]([NH2:36])[N:15]=[C:14]([NH:42][CH2:37][CH2:38][CH2:39][CH2:40][CH3:41])[C:19]=1[CH2:20][C:21]1[CH:22]=[CH:23][C:24]([CH2:27][O:28][CH:29]2[CH2:34][CH2:33][CH2:32][CH2:31][O:30]2)=[CH:25][CH:26]=1, predict the reactants needed to synthesize it. The reactants are: CC1C=C(C)C=C(C)C=1S(O[C:14]1[C:19]([CH2:20][C:21]2[CH:26]=[CH:25][C:24]([CH2:27][O:28][CH:29]3[CH2:34][CH2:33][CH2:32][CH2:31][O:30]3)=[CH:23][CH:22]=2)=[C:18]([CH3:35])[N:17]=[C:16]([NH2:36])[N:15]=1)(=O)=O.[CH2:37]([NH2:42])[CH2:38][CH2:39][CH2:40][CH3:41]. (6) Given the product [Br:1][C:2]1[CH:3]=[C:4]2[C:9](=[CH:10][CH:11]=1)[C:8](=[O:12])[NH:7][C:6](=[O:13])/[C:5]/2=[CH:14]\[NH:27][CH2:26][CH2:25][CH2:24][N:23]([CH3:28])[CH3:22], predict the reactants needed to synthesize it. The reactants are: [Br:1][C:2]1[CH:3]=[C:4]2[C:9](=[CH:10][CH:11]=1)[C:8](=[O:12])[NH:7][C:6](=[O:13])[C:5]2=[CH:14]OC.CN(C)C=O.[CH3:22][N:23]([CH3:28])[CH2:24][CH2:25][CH2:26][NH2:27].